This data is from Forward reaction prediction with 1.9M reactions from USPTO patents (1976-2016). The task is: Predict the product of the given reaction. (1) Given the reactants [CH3:1][C:2]1([CH3:38])[C:11]2[CH:10]=[C:9]([C:12](=O)[CH:13]=[CH:14][C:15]3[CH:29]=[CH:28][C:18]([C:19]([O:21]CC[Si](C)(C)C)=[O:20])=[CH:17][CH:16]=3)[CH:8]=[CH:7][C:6]=2[C:5]([C:31]2[CH:36]=[CH:35][C:34]([CH3:37])=[CH:33][CH:32]=2)=[CH:4][CH2:3]1.Cl.[NH2:40][OH:41].N1C=CC=CC=1.[F-], predict the reaction product. The product is: [CH3:1][C:2]1([CH3:38])[C:11]2[CH:10]=[C:9]([C:12](=[N:40][OH:41])[CH:13]=[CH:14][C:15]3[CH:29]=[CH:28][C:18]([C:19]([OH:21])=[O:20])=[CH:17][CH:16]=3)[CH:8]=[CH:7][C:6]=2[C:5]([C:31]2[CH:36]=[CH:35][C:34]([CH3:37])=[CH:33][CH:32]=2)=[CH:4][CH2:3]1. (2) Given the reactants O=C1C2C(=CC=CC=2)C(=O)[N:3]1[CH:12]([CH3:26])[C@@H:13]([NH:15][C:16](=[O:25])[O:17][CH2:18][C:19]1[CH:24]=[CH:23][CH:22]=[CH:21][CH:20]=1)[CH3:14].CN, predict the reaction product. The product is: [NH2:3][CH:12]([CH3:26])[C@@H:13]([NH:15][C:16](=[O:25])[O:17][CH2:18][C:19]1[CH:24]=[CH:23][CH:22]=[CH:21][CH:20]=1)[CH3:14]. (3) Given the reactants [CH:1]1[C:10]2[C:5](=[CH:6][CH:7]=[CH:8][CH:9]=2)[CH:4]=[CH:3][C:2]=1[NH2:11].C(N(CC)CC)C.[C:19](Cl)(=[O:21])[CH3:20], predict the reaction product. The product is: [C:19]([NH:11][C:2]1[CH:3]=[CH:4][C:5]2[C:10](=[CH:9][CH:8]=[CH:7][CH:6]=2)[CH:1]=1)(=[O:21])[CH3:20]. (4) Given the reactants Cl[C:2]1[N:7]=[C:6]([C:8]2[CH:13]=[C:12]([C:14]3[CH:19]=[CH:18][C:17]([C:20]([F:23])([F:22])[F:21])=[CH:16][CH:15]=3)[CH:11]=[C:10]([CH3:24])[N:9]=2)[CH:5]=[CH:4][N:3]=1.[NH2:25][S:26]([C:29]1[CH:34]=[CH:33][C:32](B(O)O)=[CH:31][CH:30]=1)(=[O:28])=[O:27], predict the reaction product. The product is: [CH3:24][C:10]1[N:9]=[C:8]([C:6]2[CH:5]=[CH:4][N:3]=[C:2]([C:32]3[CH:33]=[CH:34][C:29]([S:26]([NH2:25])(=[O:28])=[O:27])=[CH:30][CH:31]=3)[N:7]=2)[CH:13]=[C:12]([C:14]2[CH:19]=[CH:18][C:17]([C:20]([F:23])([F:22])[F:21])=[CH:16][CH:15]=2)[CH:11]=1.